Dataset: NCI-60 drug combinations with 297,098 pairs across 59 cell lines. Task: Regression. Given two drug SMILES strings and cell line genomic features, predict the synergy score measuring deviation from expected non-interaction effect. (1) Drug 1: C(CC(=O)O)C(=O)CN.Cl. Drug 2: CS(=O)(=O)OCCCCOS(=O)(=O)C. Cell line: RXF 393. Synergy scores: CSS=8.56, Synergy_ZIP=-2.59, Synergy_Bliss=-0.708, Synergy_Loewe=-3.08, Synergy_HSA=-1.04. (2) Drug 1: C1=CC=C(C=C1)NC(=O)CCCCCCC(=O)NO. Drug 2: C1CC(=O)NC(=O)C1N2C(=O)C3=CC=CC=C3C2=O. Cell line: HOP-92. Synergy scores: CSS=8.50, Synergy_ZIP=-0.902, Synergy_Bliss=0.870, Synergy_Loewe=-17.9, Synergy_HSA=-1.37. (3) Drug 1: COC1=C(C=C2C(=C1)N=CN=C2NC3=CC(=C(C=C3)F)Cl)OCCCN4CCOCC4. Cell line: HOP-62. Drug 2: CC1C(C(CC(O1)OC2CC(CC3=C2C(=C4C(=C3O)C(=O)C5=CC=CC=C5C4=O)O)(C(=O)C)O)N)O. Synergy scores: CSS=39.6, Synergy_ZIP=-0.203, Synergy_Bliss=1.04, Synergy_Loewe=-21.4, Synergy_HSA=0.574. (4) Drug 1: CC1C(C(CC(O1)OC2CC(CC3=C2C(=C4C(=C3O)C(=O)C5=C(C4=O)C(=CC=C5)OC)O)(C(=O)CO)O)N)O. Drug 2: CN1C=C(C=N1)C2=C3N=C(C(=C(N3N=C2)N)Br)C4CCCNC4. Cell line: T-47D. Synergy scores: CSS=53.2, Synergy_ZIP=7.36, Synergy_Bliss=5.36, Synergy_Loewe=-45.4, Synergy_HSA=1.48. (5) Drug 1: CCC1(CC2CC(C3=C(CCN(C2)C1)C4=CC=CC=C4N3)(C5=C(C=C6C(=C5)C78CCN9C7C(C=CC9)(C(C(C8N6C)(C(=O)OC)O)OC(=O)C)CC)OC)C(=O)OC)O.OS(=O)(=O)O. Drug 2: C1=CN(C=N1)CC(O)(P(=O)(O)O)P(=O)(O)O. Cell line: 786-0. Synergy scores: CSS=0.781, Synergy_ZIP=-0.264, Synergy_Bliss=-1.12, Synergy_Loewe=-0.584, Synergy_HSA=-1.50. (6) Synergy scores: CSS=2.26, Synergy_ZIP=-0.980, Synergy_Bliss=0.435, Synergy_Loewe=-0.403, Synergy_HSA=-0.193. Cell line: UACC62. Drug 1: CN1C(=O)N2C=NC(=C2N=N1)C(=O)N. Drug 2: CCC1(CC2CC(C3=C(CCN(C2)C1)C4=CC=CC=C4N3)(C5=C(C=C6C(=C5)C78CCN9C7C(C=CC9)(C(C(C8N6C)(C(=O)OC)O)OC(=O)C)CC)OC)C(=O)OC)O.OS(=O)(=O)O.